The task is: Predict the reaction yield, written as a fraction of the theoretical maximum amount of product (1.0 means a 100% yield; for example, 0.34 means a 34% yield).. This data is from Reaction yield outcomes from USPTO patents with 853,638 reactions. (1) The product is [NH2:1][C:2]1[C:12]([C:13]#[N:14])=[CH:11][C:5]([C:6]([OH:8])=[O:7])=[C:4]([OH:15])[CH:3]=1. The yield is 0.620. The catalyst is O. The reactants are [NH2:1][C:2]1[C:12]([C:13]#[N:14])=[CH:11][C:5]([C:6]([O:8]CC)=[O:7])=[C:4]([OH:15])[CH:3]=1.[OH-].[Na+].Cl. (2) The reactants are [C:1]([O:5][C:6]([NH:8][C:9]1[O:17][C:16]2[C:11](=[N:12][CH:13]=[C:14]([C:18]3[CH:19]=[N:20][C:21]([C:24]([NH:26][CH3:27])=[O:25])=[CH:22][CH:23]=3)[CH:15]=2)[C:10]=1[C:28]([O:30]CC)=[O:29])=[O:7])([CH3:4])([CH3:3])[CH3:2].CO.O[Li].O.Cl. The catalyst is C1COCC1.CCOC(C)=O.O. The product is [C:1]([O:5][C:6]([NH:8][C:9]1[O:17][C:16]2[C:11](=[N:12][CH:13]=[C:14]([C:18]3[CH:19]=[N:20][C:21]([C:24]([NH:26][CH3:27])=[O:25])=[CH:22][CH:23]=3)[CH:15]=2)[C:10]=1[C:28]([OH:30])=[O:29])=[O:7])([CH3:4])([CH3:2])[CH3:3]. The yield is 0.890.